This data is from Experimentally validated miRNA-target interactions with 360,000+ pairs, plus equal number of negative samples. The task is: Binary Classification. Given a miRNA mature sequence and a target amino acid sequence, predict their likelihood of interaction. (1) The miRNA is hsa-miR-7162-3p with sequence UCUGAGGUGGAACAGCAGC. The protein sequence of the target gene is MFSRAGVAGLSAWTLQPQWIQVRNMATLKDITRRLKSIKNIQKITKSMKMVAAAKYARAERELKPARIYGLGSLALYEKADIKGPEDKKKHLLIGVSSDRGLCGAIHSSIAKQMKSEVATLTAAGKEVMLVGIGDKIRGILYRTHSDQFLVAFKEVGRKPPTFGDASVIALELLNSGYEFDEGSIIFNKFRSVISYKTEEKPIFSLNTVASADSMSIYDDIDADVLQNYQEYNLANIIYYSLKESTTSEQSARMTAMDNASKNASEMIDKLTLTFNRTRQAVITKELIEIISGAAALD. Result: 1 (interaction). (2) The miRNA is hsa-miR-1281 with sequence UCGCCUCCUCCUCUCCC. The protein sequence of the target gene is MALLAEHLLKPLPADRQIETGPFLEAVAHLPPFFDCLGSPVFTPIKADISGNITKIKAVYDTDPAKFKTLQNILEVEKGMYGAEWPKVGATLALLWLKRGLRFIQVFLQSICDGERDENHPNLIRVNANKAYEMALKKYHGWLVQKIFKAALYAAPYKSDFLKALSKGQNVTEEECLEKIRLFLVNYTATIDAIYDMYTKMNAELDYTV. Result: 0 (no interaction). (3) The miRNA is hsa-miR-8084 with sequence GAAUACUAAGUAAAAAAUCAGUA. The protein sequence of the target gene is MASESDTEEFYDAPEDVHLGGGYPVGSPGKVGLSTFKETENTAYKVGNESPVQELKQDVSKKIIESIIEESQKVLQLEDDSLDSKGKELSDQATASPIVARTDLSNIPGLLAIDQVLPEESQKAESQNTFEETELELKKCFPSDETCEKPVDETTKLTQTSSTEQLNVLETETEVLNKEAVEVKGGGDVLEPVSSDSLSTKDFAAVEEVAPAKPPRHLTPEPDIVASTKKPVPARPPPPTNFPPPRPPPPSRPAPPPRKRKSELEFETLKTPDIDVPKENITSDSLLTASMASESTVKDS.... Result: 0 (no interaction). (4) The miRNA is hsa-miR-3919 with sequence GCAGAGAACAAAGGACUCAGU. Result: 1 (interaction). The protein sequence of the target gene is MKRKSERRSSWAAAPPCSRRCSSTSPGVKKIRSSTQQDPRRRDPQDDVYLDITDRLCFAILYSRPKSASNVHYFSIDNELEYENFYADFGPLNLAMVYRYCCKINKKLKSITMLRKKIVHFTGSDQRKQANAAFLVGCYMVIYLGRTPEEAYRILIFGETSYIPFRDAAYGSCNFYITLLDCFHAVKKAMQYGFLNFNSFNLDEYEHYEKAENGDLNWIIPDRFIAFCGPHSRARLESGYHQHSPETYIQYFKNHNVTTIIRLNKRMYDAKRFTDAGFDHHDLFFADGSTPTDAIVKEFL....